From a dataset of Forward reaction prediction with 1.9M reactions from USPTO patents (1976-2016). Predict the product of the given reaction. (1) Given the reactants Cl.C(OC([NH:12][C@@H:13]1[CH2:17][CH2:16][C@@:15]([CH2:19][NH:20][C:21]([O:23][C:24]([CH3:27])([CH3:26])[CH3:25])=[O:22])([CH3:18])[C:14]1([CH3:29])[CH3:28])=O)C1C=CC=CC=1, predict the reaction product. The product is: [NH2:12][C@@H:13]1[CH2:17][CH2:16][C@@:15]([CH2:19][NH:20][C:21](=[O:22])[O:23][C:24]([CH3:27])([CH3:26])[CH3:25])([CH3:18])[C:14]1([CH3:29])[CH3:28]. (2) Given the reactants [C:1]12([S:11][CH2:12][C:13]([N:15]([CH3:22])[CH2:16][C:17]3[S:18][CH:19]=[CH:20][CH:21]=3)=[O:14])[CH2:10][CH:5]3[CH2:6][CH:7]([CH2:9][CH:3]([CH2:4]3)[CH2:2]1)[CH2:8]2.C1C=C(Cl)C=C(C(OO)=[O:31])C=1, predict the reaction product. The product is: [C:1]12([S:11]([CH2:12][C:13]([N:15]([CH3:22])[CH2:16][C:17]3[S:18][CH:19]=[CH:20][CH:21]=3)=[O:14])=[O:31])[CH2:2][CH:3]3[CH2:4][CH:5]([CH2:6][CH:7]([CH2:9]3)[CH2:8]1)[CH2:10]2. (3) Given the reactants [F:1][C:2]([F:42])([F:41])[C:3]1[CH:4]=[C:5]([C@H:13]2[O:17][C:16](=[O:18])[N:15]([CH2:19][C:20]3[CH:25]=[C:24]([C:26]([F:29])([F:28])[F:27])[CH:23]=[CH:22][C:21]=3[C:30]3[CH:35]=[CH:34][C:33]([F:36])=[C:32]([C:37]([CH3:39])=[CH2:38])[CH:31]=3)[C@H:14]2[CH3:40])[CH:6]=[C:7]([C:9]([F:12])([F:11])[F:10])[CH:8]=1, predict the reaction product. The product is: [F:42][C:2]([F:1])([F:41])[C:3]1[CH:4]=[C:5]([C@H:13]2[O:17][C:16](=[O:18])[N:15]([CH2:19][C:20]3[CH:25]=[C:24]([C:26]([F:29])([F:28])[F:27])[CH:23]=[CH:22][C:21]=3[C:30]3[CH:35]=[CH:34][C:33]([F:36])=[C:32]([CH:37]([CH3:39])[CH3:38])[CH:31]=3)[C@H:14]2[CH3:40])[CH:6]=[C:7]([C:9]([F:12])([F:11])[F:10])[CH:8]=1. (4) Given the reactants [Cl:1][C:2]1[CH:3]=[C:4]([N:9]2[CH:13]=[C:12]([CH2:14][N:15]3[CH:19]=[CH:18][N:17]=[C:16]3[CH:20]=[O:21])[N:11]=[CH:10]2)[CH:5]=[CH:6][C:7]=1[Cl:8].[BH4-].[Na+], predict the reaction product. The product is: [Cl:1][C:2]1[CH:3]=[C:4]([N:9]2[CH:13]=[C:12]([CH2:14][N:15]3[CH:19]=[CH:18][N:17]=[C:16]3[CH2:20][OH:21])[N:11]=[CH:10]2)[CH:5]=[CH:6][C:7]=1[Cl:8]. (5) Given the reactants [NH3:1].[Br:2][C:3]1[CH:4]=[CH:5][C:6]2[N:7]([CH2:17][CH:18]3[CH2:20][O:19]3)[C:8]3[C:13]([C:14]=2[CH:15]=1)=[CH:12][C:11]([Br:16])=[CH:10][CH:9]=3, predict the reaction product. The product is: [NH2:1][CH2:20][CH:18]([OH:19])[CH2:17][N:7]1[C:6]2[CH:5]=[CH:4][C:3]([Br:2])=[CH:15][C:14]=2[C:13]2[C:8]1=[CH:9][CH:10]=[C:11]([Br:16])[CH:12]=2.